Dataset: Forward reaction prediction with 1.9M reactions from USPTO patents (1976-2016). Task: Predict the product of the given reaction. The product is: [C:1]([C:5]1[CH:10]=[CH:9][C:8]([S:11]([N:14]([C:15]2[CH:20]=[CH:19][C:18]([CH3:21])=[CH:17][CH:16]=2)[CH2:22][C:23]([N:29]([CH:26]2[CH2:28][CH2:27]2)[CH2:30][C:31]2[CH:36]=[CH:35][CH:34]=[C:33]([O:37][CH3:38])[CH:32]=2)=[O:25])(=[O:12])=[O:13])=[CH:7][CH:6]=1)([CH3:3])([CH3:2])[CH3:4]. Given the reactants [C:1]([C:5]1[CH:10]=[CH:9][C:8]([S:11]([N:14]([CH2:22][C:23]([OH:25])=O)[C:15]2[CH:20]=[CH:19][C:18]([CH3:21])=[CH:17][CH:16]=2)(=[O:13])=[O:12])=[CH:7][CH:6]=1)([CH3:4])([CH3:3])[CH3:2].[CH:26]1([NH:29][CH2:30][C:31]2[CH:36]=[CH:35][CH:34]=[C:33]([O:37][CH3:38])[CH:32]=2)[CH2:28][CH2:27]1, predict the reaction product.